From a dataset of Reaction yield outcomes from USPTO patents with 853,638 reactions. Predict the reaction yield, written as a fraction of the theoretical maximum amount of product (1.0 means a 100% yield; for example, 0.34 means a 34% yield). (1) The reactants are [Cl:1][C:2]1[N:7]=[C:6]2[N:8]([C:14]3[CH:19]=[CH:18][CH:17]=[C:16](I)[CH:15]=3)[N:9]=[C:10]([C:11]([NH2:13])=[O:12])[C:5]2=[CH:4][CH:3]=1.[C:21]([C@:23]1([OH:30])[CH2:27][CH2:26][N:25]([CH3:28])[C:24]1=[O:29])#[CH:22]. No catalyst specified. The product is [Cl:1][C:2]1[N:7]=[C:6]2[N:8]([C:14]3[CH:19]=[CH:18][CH:17]=[C:16]([C:22]#[C:21][C@:23]4([OH:30])[CH2:27][CH2:26][N:25]([CH3:28])[C:24]4=[O:29])[CH:15]=3)[N:9]=[C:10]([C:11]([NH2:13])=[O:12])[C:5]2=[CH:4][CH:3]=1. The yield is 0.160. (2) The reactants are [CH3:1][C:2]([CH3:22])([CH3:21])[C@@H:3]([N:5]([CH2:10][CH2:11][C:12]([C:14]1[CH:19]=[CH:18][C:17]([F:20])=[CH:16][CH:15]=1)=[O:13])[C:6](=[O:9])[O:7][CH3:8])[CH3:4].[Br-].[CH2:24]1[CH2:28]OC[CH2:25]1. No catalyst specified. The product is [CH3:22][C:2]([CH3:21])([CH3:1])[C@@H:3]([N:5]([CH2:10][CH2:11][C:12]([C:14]1[CH:19]=[CH:18][C:17]([F:20])=[CH:16][CH:15]=1)([OH:13])[CH2:28][CH:24]=[CH2:25])[C:6](=[O:9])[O:7][CH3:8])[CH3:4]. The yield is 0.920. (3) The reactants are [Mg].Br[C:3]1[CH:4]=[C:5]([F:11])[C:6]([F:10])=[C:7]([F:9])[CH:8]=1.[CH:12]12[O:17][CH:16]1[CH2:15][CH2:14][CH2:13]2. The catalyst is C1COCC1.[Cu]I. The product is [F:9][C:7]1[CH:8]=[C:3]([C@H:15]2[CH2:14][CH2:13][CH2:12][C@@H:16]2[OH:17])[CH:4]=[C:5]([F:11])[C:6]=1[F:10]. The yield is 0.790. (4) The reactants are [CH2:1]([C:3]1[C:7]([CH:8](O)[CH2:9][CH:10]([CH3:12])[CH3:11])=[CH:6][N:5]([C:14]2[CH:19]=[CH:18][C:17]([O:20][CH3:21])=[CH:16][CH:15]=2)[N:4]=1)[CH3:2].[NH2:22][C:23]1[CH:28]=[CH:27][C:26]([C:29]([N:31]([CH3:39])[CH2:32][CH2:33][C:34]([O:36]CC)=[O:35])=[O:30])=[CH:25][CH:24]=1. No catalyst specified. The product is [CH2:1]([C:3]1[C:7]([CH:8]([NH:22][C:23]2[CH:24]=[CH:25][C:26]([C:29]([N:31]([CH3:39])[CH2:32][CH2:33][C:34]([OH:36])=[O:35])=[O:30])=[CH:27][CH:28]=2)[CH2:9][CH:10]([CH3:12])[CH3:11])=[CH:6][N:5]([C:14]2[CH:19]=[CH:18][C:17]([O:20][CH3:21])=[CH:16][CH:15]=2)[N:4]=1)[CH3:2]. The yield is 0.120. (5) The reactants are [CH2:1]([C:3]1[CH:4]([C:9]([O:11][CH2:12][CH3:13])=[O:10])[CH2:5][C:6](=[O:8])[CH:7]=1)[CH3:2]. The catalyst is [Pd].CCOC(C)=O. The product is [CH2:1]([CH:3]1[CH2:7][C:6](=[O:8])[CH2:5][CH:4]1[C:9]([O:11][CH2:12][CH3:13])=[O:10])[CH3:2]. The yield is 0.990. (6) The reactants are [NH2:1][C:2]1[CH:7]=[C:6]([C:8]([CH3:11])([CH3:10])[CH3:9])[CH:5]=[CH:4][C:3]=1[NH:12][C:13](=O)[CH2:14][CH:15]1[CH2:18][CH:17]([N:19]([CH2:21][C@@H:22]2[C@@H:29]3[C@@H:25]([O:26][C:27]([CH3:31])([CH3:30])[O:28]3)[C@H:24]([N:32]3[C:36]4[N:37]=[CH:38][N:39]=[C:40]([NH:41][CH2:42][C:43]5[CH:48]=[CH:47][C:46]([O:49][CH3:50])=[CH:45][C:44]=5[O:51][CH3:52])[C:35]=4[CH:34]=[CH:33]3)[O:23]2)[CH3:20])[CH2:16]1. The catalyst is C(O)(=O)C. The product is [C:8]([C:6]1[CH:5]=[CH:4][C:3]2[NH:12][C:13]([CH2:14][CH:15]3[CH2:16][CH:17]([N:19]([CH2:21][C@@H:22]4[C@H:29]5[O:28][C:27]([CH3:31])([CH3:30])[O:26][C@H:25]5[C@H:24]([N:32]5[C:36]6[N:37]=[CH:38][N:39]=[C:40]([NH:41][CH2:42][C:43]7[CH:48]=[CH:47][C:46]([O:49][CH3:50])=[CH:45][C:44]=7[O:51][CH3:52])[C:35]=6[CH:34]=[CH:33]5)[O:23]4)[CH3:20])[CH2:18]3)=[N:1][C:2]=2[CH:7]=1)([CH3:9])([CH3:11])[CH3:10]. The yield is 0.840. (7) The reactants are [CH2:1]1[C:9]2[C:4](=[CH:5][CH:6]=[CH:7][CH:8]=2)[CH2:3][CH2:2]1.[C:10](OC(=O)C)(=[O:12])[CH3:11].[Al+3].[Cl-].[Cl-].[Cl-]. The catalyst is C(Cl)Cl. The product is [CH2:1]1[C:9]2[C:4](=[CH:5][CH:6]=[C:7]([C:10](=[O:12])[CH3:11])[CH:8]=2)[CH2:3][CH2:2]1. The yield is 0.880.